This data is from Catalyst prediction with 721,799 reactions and 888 catalyst types from USPTO. The task is: Predict which catalyst facilitates the given reaction. (1) Reactant: Cl[C:2]1[CH:7]=[C:6]([C:8]2[O:12][N:11]=[C:10]([C:13]3[CH:18]=[CH:17][N:16]=[C:15]([CH3:19])[CH:14]=3)[N:9]=2)[CH:5]=[C:4]([CH3:20])[N:3]=1.C([O-])([O-])=O.[Cs+].[Cs+].[CH2:27]([NH:29][CH2:30][CH3:31])[CH3:28].CC1(C)C2C(=C(P(C3C=CC=CC=3)C3C=CC=CC=3)C=CC=2)OC2C(P(C3C=CC=CC=3)C3C=CC=CC=3)=CC=CC1=2. Product: [CH2:27]([N:29]([CH2:30][CH3:31])[C:2]1[CH:7]=[C:6]([C:8]2[O:12][N:11]=[C:10]([C:13]3[CH:18]=[CH:17][N:16]=[C:15]([CH3:19])[CH:14]=3)[N:9]=2)[CH:5]=[C:4]([CH3:20])[N:3]=1)[CH3:28]. The catalyst class is: 12. (2) Reactant: [CH3:1][N:2]1[C:6]2[C:7]3[CH:8]=[CH:9][CH:10]=[CH:11][C:12]=3[O:13][CH2:14][C:5]=2[C:4]([C:15]([OH:17])=O)=[N:3]1.C(Cl)(=O)C(Cl)=O.N1C=CC=CC=1.[NH2:30][C:31]1[CH:36]=[C:35]([C:37]#[N:38])[CH:34]=[CH:33][N:32]=1. Product: [C:37]([C:35]1[CH:34]=[CH:33][N:32]=[C:31]([NH:30][C:15]([C:4]2[C:5]3[CH2:14][O:13][C:12]4[CH:11]=[CH:10][CH:9]=[CH:8][C:7]=4[C:6]=3[N:2]([CH3:1])[N:3]=2)=[O:17])[CH:36]=1)#[N:38]. The catalyst class is: 4. (3) Reactant: O1CCCC1.Br[C:7](Br)([F:9])[F:8].CN(P(N(C)C)N(C)C)C.O=[C:22]([CH3:34])[CH2:23][CH2:24][O:25][C:26](=[O:33])[C:27]1[CH:32]=[CH:31][CH:30]=[CH:29][CH:28]=1. Product: [C:26]([O:25][CH2:24][CH2:23][C:22]([CH3:34])=[C:7]([F:9])[F:8])(=[O:33])[C:27]1[CH:32]=[CH:31][CH:30]=[CH:29][CH:28]=1. The catalyst class is: 27. (4) Reactant: [C:1]([C:3]1([C:12]([O:14][C:15]([CH3:18])(C)C)=[O:13])[CH:5]=[C:4]1[C:6]1[CH:11]=[CH:10][CH:9]=[CH:8][CH:7]=1)#[N:2].C1CCN2C(=[N:23]CCC2)CC1.C(S)CC. Product: [C:1]([C:3]1([C:12]([O:14][CH2:15][CH3:18])=[O:13])[CH:5]=[C:4]1[C:6]1[CH:11]=[CH:10][CH:9]=[C:8]([NH2:23])[CH:7]=1)#[N:2]. The catalyst class is: 11. (5) Reactant: C([N:8]1[CH2:13][CH2:12][CH:11]([N:14]([C:18]([O:20][C:21]([CH3:24])([CH3:23])[CH3:22])=[O:19])[CH:15]([CH3:17])[CH3:16])[CH2:10][CH2:9]1)C1C=CC=CC=1. Product: [C:21]([O:20][C:18]([N:14]([CH:11]1[CH2:10][CH2:9][NH:8][CH2:13][CH2:12]1)[CH:15]([CH3:17])[CH3:16])=[O:19])([CH3:23])([CH3:24])[CH3:22]. The catalyst class is: 29. (6) Reactant: [F:1][C:2]1[C:3]([O:20][CH3:21])=[C:4]([C:8]([CH3:19])([CH3:18])[CH2:9][C:10]([OH:17])([C:13]([F:16])([F:15])[F:14])[CH:11]=O)[CH:5]=[CH:6][CH:7]=1.[NH2:22][C:23]1[CH:31]=[CH:30][CH:29]=[C:28]2[C:24]=1[CH:25]=[N:26][NH:27]2.C1(C)C=CC=CC=1. Product: [F:16][C:13]([F:14])([F:15])[C:10]([CH:11]=[N:22][C:23]1[CH:31]=[CH:30][CH:29]=[C:28]2[C:24]=1[CH:25]=[N:26][NH:27]2)([OH:17])[CH2:9][C:8]([C:4]1[CH:5]=[CH:6][CH:7]=[C:2]([F:1])[C:3]=1[O:20][CH3:21])([CH3:18])[CH3:19]. The catalyst class is: 15. (7) Reactant: Cl.[CH2:2]([NH2:6])[CH2:3][C:4]#[CH:5].C(N(CC)C(C)C)(C)C.[C:16](Cl)(=[O:32])[O:17][CH2:18][CH:19]1[C:31]2[CH:30]=[CH:29][CH:28]=[CH:27][C:26]=2[C:25]2[C:20]1=[CH:21][CH:22]=[CH:23][CH:24]=2. Product: [CH2:2]([NH:6][C:16](=[O:32])[O:17][CH2:18][CH:19]1[C:31]2[CH:30]=[CH:29][CH:28]=[CH:27][C:26]=2[C:25]2[C:20]1=[CH:21][CH:22]=[CH:23][CH:24]=2)[CH2:3][C:4]#[CH:5]. The catalyst class is: 4. (8) Reactant: [Br:1][C:2]1[C:3]([CH3:12])=[C:4]([C:6]([N+:9]([O-])=O)=[CH:7][CH:8]=1)[NH2:5].[Sn](Cl)Cl.O.[OH-].[Na+]. Product: [Br:1][C:2]1[C:3]([CH3:12])=[C:4]([NH2:5])[C:6]([NH2:9])=[CH:7][CH:8]=1. The catalyst class is: 14. (9) Reactant: [Br-:1].[Br-].C1(P(C2C=CC=CC=2)C2C=CC=CC=2)C=CC=CC=1.[Cl:22][C:23]1[CH:24]=[N:25][C:26]2[C:31]([C:32]=1O)=[CH:30][C:29]([O:34][CH3:35])=[C:28]([O:36][CH3:37])[CH:27]=2. The catalyst class is: 10. Product: [Br:1][C:32]1[C:31]2[C:26](=[CH:27][C:28]([O:36][CH3:37])=[C:29]([O:34][CH3:35])[CH:30]=2)[N:25]=[CH:24][C:23]=1[Cl:22].